From a dataset of Catalyst prediction with 721,799 reactions and 888 catalyst types from USPTO. Predict which catalyst facilitates the given reaction. (1) Reactant: [OH:1][C:2]1[CH:11]=[CH:10][C:5]([C:6]([O:8][CH3:9])=[O:7])=[CH:4][C:3]=1[O:12][CH3:13].Br[CH2:15][CH2:16][CH2:17][Cl:18].C(=O)([O-])[O-].[K+].[K+]. Product: [Cl:18][CH2:17][CH2:16][CH2:15][O:1][C:2]1[CH:11]=[CH:10][C:5]([C:6]([O:8][CH3:9])=[O:7])=[CH:4][C:3]=1[O:12][CH3:13]. The catalyst class is: 9. (2) Reactant: [CH:1]([S:4]([C:7]1[CH:13]=[C:12]([O:14][C:15]2[CH:20]=[CH:19][C:18]([S:21]([CH3:24])(=[O:23])=[O:22])=[CH:17][CH:16]=2)[C:10]([NH2:11])=[C:9]([CH3:25])[CH:8]=1)(=[O:6])=[O:5])([CH3:3])[CH3:2].C([O-])(=O)C.[K+].C(OC(=O)C)(=O)C.[N:38](OCCC(C)C)=O. Product: [CH:1]([S:4]([C:7]1[CH:8]=[C:9]2[C:10](=[C:12]([O:14][C:15]3[CH:20]=[CH:19][C:18]([S:21]([CH3:24])(=[O:23])=[O:22])=[CH:17][CH:16]=3)[CH:13]=1)[NH:11][N:38]=[CH:25]2)(=[O:6])=[O:5])([CH3:3])[CH3:2]. The catalyst class is: 133. (3) The catalyst class is: 18. Product: [N:21]([CH:4]([C:6]1[N:10]([CH2:11][C:12]2[CH:17]=[CH:16][C:15]([F:18])=[CH:14][CH:13]=2)[N:9]=[CH:8][N:7]=1)[CH:3]([CH2:19][CH3:20])[CH2:1][CH3:2])=[N+:22]=[N-:23]. Reactant: [CH2:1]([CH:3]([CH2:19][CH3:20])[CH:4]([C:6]1[N:10]([CH2:11][C:12]2[CH:17]=[CH:16][C:15]([F:18])=[CH:14][CH:13]=2)[N:9]=[CH:8][N:7]=1)O)[CH3:2].[N-:21]=[N+:22]=[N-:23].[Na+]. (4) Reactant: C(Cl)(=O)C(Cl)=[O:3].CS(C)=O.[CH2:11]([O:18][C@H:19]1[C@H:24]([O:25][CH2:26][C:27]2[CH:32]=[CH:31][CH:30]=[CH:29][CH:28]=2)[C@@H:23]([O:33][CH2:34][C:35]2[CH:40]=[CH:39][CH:38]=[CH:37][CH:36]=2)[C:22]([C:43]2[CH:48]=[CH:47][C:46]([CH3:49])=[C:45]([CH2:50][C:51]3[CH:60]=[CH:59][C:54]4[O:55][CH2:56][CH2:57][O:58][C:53]=4[CH:52]=3)[CH:44]=2)([O:41][CH3:42])[O:21][C@@H:20]1[CH3:61])[C:12]1[CH:17]=[CH:16][CH:15]=[CH:14][CH:13]=1.C(N(CC)CC)C.Cl. Product: [CH2:11]([O:18][C@H:19]1[C@H:24]([O:25][CH2:26][C:27]2[CH:28]=[CH:29][CH:30]=[CH:31][CH:32]=2)[C@@H:23]([O:33][CH2:34][C:35]2[CH:40]=[CH:39][CH:38]=[CH:37][CH:36]=2)[C:22]([C:43]2[CH:48]=[CH:47][C:46]([CH3:49])=[C:45]([CH2:50][C:51]3[CH:60]=[CH:59][C:54]4[O:55][CH2:56][CH2:57][O:58][C:53]=4[CH:52]=3)[CH:44]=2)([O:41][CH3:42])[O:21][C@@H:20]1[CH:61]=[O:3])[C:12]1[CH:17]=[CH:16][CH:15]=[CH:14][CH:13]=1. The catalyst class is: 2. (5) Reactant: C([N-]C(C)C)(C)C.[Li+].[CH3:9][N:10]1[C:15](=[O:16])[C:14]2[CH:17]=[C:18]([CH2:20][C:21]3[C:30]4[C:25](=[CH:26][CH:27]=[CH:28][CH:29]=4)[CH:24]=[CH:23][CH:22]=3)[S:19][C:13]=2[N:12]([CH2:31][CH:32]([CH3:34])[CH3:33])[C:11]1=[O:35].[CH:36]1[CH:41]=[C:40]([S:42][S:42][C:40]2[N+:39]([O-:51])=[CH:38][CH:37]=[CH:36][CH:41]=2)[N+:39]([O-:51])=[CH:38][CH:37]=1.C(=O)([O-])O.[Na+]. The catalyst class is: 7. Product: [CH3:9][N:10]1[C:15](=[O:16])[C:14]2[C:17]([S:42][C:40]3[CH:41]=[CH:36][CH:37]=[CH:38][N+:39]=3[O-:51])=[C:18]([CH2:20][C:21]3[C:30]4[C:25](=[CH:26][CH:27]=[CH:28][CH:29]=4)[CH:24]=[CH:23][CH:22]=3)[S:19][C:13]=2[N:12]([CH2:31][CH:32]([CH3:33])[CH3:34])[C:11]1=[O:35]. (6) Reactant: [F:1][C:2]1[CH:7]=[CH:6][CH:5]=[C:4]([F:8])[C:3]=1[CH2:9][C:10]#[N:11]. Product: [F:1][C:2]1[CH:7]=[CH:6][CH:5]=[C:4]([F:8])[C:3]=1[CH2:9][CH2:10][NH2:11]. The catalyst class is: 7. (7) Reactant: [CH:1]1([N:6]([CH2:17][CH2:18][C:19]([O:21]C)=O)[C:7]2[C:12]([N+:13]([O-])=O)=[CH:11][N:10]=[C:9]([Cl:16])[N:8]=2)[CH2:5][CH2:4][CH2:3][CH2:2]1. Product: [Cl:16][C:9]1[N:10]=[CH:11][C:12]2[NH:13][C:19](=[O:21])[CH2:18][CH2:17][N:6]([CH:1]3[CH2:5][CH2:4][CH2:3][CH2:2]3)[C:7]=2[N:8]=1. The catalyst class is: 180. (8) Reactant: [CH3:1][N:2]1[CH2:6][CH:5]([C:7]([O:9][C:10]([CH3:13])([CH3:12])[CH3:11])=[O:8])[NH:4][C:3]1=[O:14].O=C1N(C(OCC2C=CC=CC=2)=O)[C@H](C(O)=O)CN1.[H-].[Na+].ClC(Cl)(Cl)S(O[CH2:42][C:43]([F:46])([F:45])[F:44])(=O)=O. The catalyst class is: 9. Product: [CH3:1][N:2]1[CH2:6][CH:5]([C:7]([O:9][C:10]([CH3:11])([CH3:13])[CH3:12])=[O:8])[N:4]([CH2:42][C:43]([F:46])([F:45])[F:44])[C:3]1=[O:14].